Dataset: Full USPTO retrosynthesis dataset with 1.9M reactions from patents (1976-2016). Task: Predict the reactants needed to synthesize the given product. (1) Given the product [Cl:1][C:2]1[CH:31]=[C:30]([CH:29]=[CH:28][C:3]=1[O:4][C@@H:5]1[C:13]2[C:8](=[CH:9][CH:10]=[CH:11][CH:12]=2)[CH2:7][C@H:6]1[N:14]1[CH2:19][CH2:18][CH2:17][C@@H:16]([NH:20][CH3:21])[CH2:15]1)[C:32]#[N:33], predict the reactants needed to synthesize it. The reactants are: [Cl:1][C:2]1[CH:31]=[C:30]([C:32]#[N:33])[CH:29]=[CH:28][C:3]=1[O:4][C@@H:5]1[C:13]2[C:8](=[CH:9][CH:10]=[CH:11][CH:12]=2)[CH2:7][C@H:6]1[N:14]1[CH2:19][CH2:18][CH2:17][C@@H:16]([NH:20][C:21](=O)OC(C)(C)C)[CH2:15]1.[H-].[Na+].CI. (2) Given the product [F:1][C:2]1[CH:3]=[C:4]([C:8]2[N:9]=[C:10]3[NH:21][C:22]([CH3:23])=[N:20][C:11]3=[CH:12][C:13]=2[C:14]2[CH:19]=[CH:18][N:17]=[CH:16][CH:15]=2)[CH:5]=[CH:6][CH:7]=1, predict the reactants needed to synthesize it. The reactants are: [F:1][C:2]1[CH:3]=[C:4]([C:8]2[C:13]([C:14]3[CH:19]=[CH:18][N:17]=[CH:16][CH:15]=3)=[CH:12][C:11]([NH2:20])=[C:10]([NH2:21])[N:9]=2)[CH:5]=[CH:6][CH:7]=1.[CH2:22](C(CC)(CC)C([O-])([O-])[O-])[CH3:23].C(=O)([O-])O.[Na+]. (3) Given the product [C:1]([O:10][CH2:11][CH2:12][CH2:13][CH2:14][CH2:15][CH2:16][CH2:17][CH2:18][CH2:19][CH2:20][O:21][S:30]([CH3:29])(=[O:32])=[O:31])(=[O:9])[CH2:2][CH2:3][CH2:4][CH2:5][CH2:6][CH2:7][CH3:8], predict the reactants needed to synthesize it. The reactants are: [C:1]([O:10][CH2:11][CH2:12][CH2:13][CH2:14][CH2:15][CH2:16][CH2:17][CH2:18][CH2:19][CH2:20][OH:21])(=[O:9])[CH2:2][CH2:3][CH2:4][CH2:5][CH2:6][CH2:7][CH3:8].C(N(CC)CC)C.[CH3:29][S:30](Cl)(=[O:32])=[O:31]. (4) Given the product [P:38]([O:50][CH2:51][CH2:52][N:53]1[CH2:58][CH2:57][N:56]([CH2:59][CH2:60][C@@H:61]([NH:70][C:71]2[CH:76]=[CH:75][C:74]([S:77](=[O:79])(=[O:80])[NH:78][C:20](=[O:21])[C:19]3[CH:18]=[CH:17][C:16]([N:13]4[CH2:12][CH2:11][CH:10]([C@@H:9]([O:8][Si:1]([C:4]([CH3:6])([CH3:5])[CH3:7])([CH3:2])[CH3:3])[C:25]5[CH:30]=[CH:29][CH:28]=[CH:27][C:26]=5[C:31]5[CH:32]=[CH:33][C:34]([Cl:37])=[CH:35][CH:36]=5)[CH2:15][CH2:14]4)=[CH:24][CH:23]=3)=[CH:73][C:72]=2[S:81]([C:84]([F:87])([F:86])[F:85])(=[O:83])=[O:82])[CH2:62][S:63][C:64]2[CH:69]=[CH:68][CH:67]=[CH:66][CH:65]=2)[CH2:55][CH2:54]1)([O:45][C:46]([CH3:47])([CH3:48])[CH3:49])([O:40][C:41]([CH3:43])([CH3:42])[CH3:44])=[O:39], predict the reactants needed to synthesize it. The reactants are: [Si:1]([O:8][C@@H:9]([C:25]1[CH:30]=[CH:29][CH:28]=[CH:27][C:26]=1[C:31]1[CH:36]=[CH:35][C:34]([Cl:37])=[CH:33][CH:32]=1)[CH:10]1[CH2:15][CH2:14][N:13]([C:16]2[CH:24]=[CH:23][C:19]([C:20](O)=[O:21])=[CH:18][CH:17]=2)[CH2:12][CH2:11]1)([C:4]([CH3:7])([CH3:6])[CH3:5])([CH3:3])[CH3:2].[P:38]([O:50][CH2:51][CH2:52][N:53]1[CH2:58][CH2:57][N:56]([CH2:59][CH2:60][C@@H:61]([NH:70][C:71]2[CH:76]=[CH:75][C:74]([S:77](=[O:80])(=[O:79])[NH2:78])=[CH:73][C:72]=2[S:81]([C:84]([F:87])([F:86])[F:85])(=[O:83])=[O:82])[CH2:62][S:63][C:64]2[CH:69]=[CH:68][CH:67]=[CH:66][CH:65]=2)[CH2:55][CH2:54]1)([O:45][C:46]([CH3:49])([CH3:48])[CH3:47])([O:40][C:41]([CH3:44])([CH3:43])[CH3:42])=[O:39].C(Cl)CCl.